Task: Predict the product of the given reaction.. Dataset: Forward reaction prediction with 1.9M reactions from USPTO patents (1976-2016) (1) The product is: [O:25]=[C:13]1[N:12]([C:9]2[CH:10]=[CH:11][C:6]([O:5][CH2:4][CH2:3][CH2:2][N:28]3[CH2:33][CH2:32][CH2:31][CH2:30][CH2:29]3)=[CH:7][CH:8]=2)[CH2:17][CH2:16][N:15]([C:18]([O:20][C:21]([CH3:24])([CH3:23])[CH3:22])=[O:19])[CH2:14]1. Given the reactants Cl[CH2:2][CH2:3][CH2:4][O:5][C:6]1[CH:11]=[CH:10][C:9]([N:12]2[CH2:17][CH2:16][N:15]([C:18]([O:20][C:21]([CH3:24])([CH3:23])[CH3:22])=[O:19])[CH2:14][C:13]2=[O:25])=[CH:8][CH:7]=1.[I-].[Na+].[NH:28]1[CH2:33][CH2:32][CH2:31][CH2:30][CH2:29]1, predict the reaction product. (2) The product is: [N:19]1[N:20]=[CH:21][N:1]([CH:2]2[C@@H:7]3[C@H:3]2[CH2:4][N:5]([C:8]([O:10][C:11]([CH3:14])([CH3:13])[CH3:12])=[O:9])[CH2:6]3)[CH:18]=1. Given the reactants [NH2:1][CH:2]1[C@@H:7]2[C@H:3]1[CH2:4][N:5]([C:8]([O:10][C:11]([CH3:14])([CH3:13])[CH3:12])=[O:9])[CH2:6]2.CN([CH:18]=[N:19][N:20]=[CH:21]N(C)C)C.C1(C)C=CC(S(O)(=O)=O)=CC=1, predict the reaction product. (3) Given the reactants C([N:8](CC1C=CC=CC=1)[CH:9]1[CH2:13][CH:12]([CH3:14])[CH:11]([C:15]2[N:19]3[C:20]4[CH:26]=[CH:25][NH:24][C:21]=4[N:22]=[CH:23][C:18]3=[N:17][CH:16]=2)[CH2:10]1)C1C=CC=CC=1, predict the reaction product. The product is: [CH:26]1[C:20]2[N:19]3[C:15]([CH:11]4[CH:12]([CH3:14])[CH2:13][CH:9]([NH2:8])[CH2:10]4)=[CH:16][N:17]=[C:18]3[CH:23]=[N:22][C:21]=2[NH:24][CH:25]=1.